Task: Predict the reaction yield, written as a fraction of the theoretical maximum amount of product (1.0 means a 100% yield; for example, 0.34 means a 34% yield).. Dataset: Reaction yield outcomes from USPTO patents with 853,638 reactions (1) The reactants are [C:1]([O:5][C:6](=[O:16])[CH2:7][C:8]1[CH:13]=[C:12]([CH3:14])[C:11](=[O:15])[NH:10][N:9]=1)([CH3:4])([CH3:3])[CH3:2].CC(C)([O-])C.[K+].[F:23][C:24]1[C:40](F)=[CH:39][CH:38]=[C:37]([N+:42]([O-:44])=[O:43])[C:25]=1[O:26][C:27]1[CH:28]=[C:29]([C:35]#[N:36])[CH:30]=[C:31]([CH:34]=1)[C:32]#[N:33].O. The catalyst is C1COCC1.CN1C(=O)CCC1. The product is [C:1]([O:5][C:6](=[O:16])[CH:7]([C:40]1[CH:39]=[CH:38][C:37]([N+:42]([O-:44])=[O:43])=[C:25]([O:26][C:27]2[CH:28]=[C:29]([C:35]#[N:36])[CH:30]=[C:31]([C:32]#[N:33])[CH:34]=2)[C:24]=1[F:23])[C:8]1[CH:13]=[C:12]([CH3:14])[C:11](=[O:15])[NH:10][N:9]=1)([CH3:4])([CH3:2])[CH3:3]. The yield is 0.620. (2) The reactants are ClC(OCC(C)C)=[O:3].[C:9]([N:16]([CH2:18][C:19]([OH:21])=[O:20])[CH3:17])([O:11][C:12]([CH3:15])([CH3:14])[CH3:13])=[O:10].CN1CCOCC1.[CH2:29]([NH2:39])[C:30]1[CH:38]=[CH:37][C:36]2[O:35][CH2:34][O:33][C:32]=2[CH:31]=1. The catalyst is C1COCC1. The product is [C:29]([NH2:39])(=[O:3])[C:30]1[CH:38]=[CH:37][C:36]2[O:35][CH2:34][O:33][C:32]=2[CH:31]=1.[C:9]([N:16]([CH2:18][C:19]([OH:21])=[O:20])[CH3:17])([O:11][C:12]([CH3:14])([CH3:15])[CH3:13])=[O:10]. The yield is 0.950. (3) The reactants are [Cl:1][C:2]1[CH:7]=[CH:6][C:5]([C:8]2([C:21]#N)[CH2:13][CH2:12][N:11]([C:14]([O:16][C:17]([CH3:20])([CH3:19])[CH3:18])=[O:15])[CH2:10][CH2:9]2)=[CH:4][C:3]=1[F:23].Cl.[OH-:25].[Na+].CC(OC(OC(OC(C)(C)C)=O)=O)(C)C.[OH2:42]. The catalyst is O1CCOCC1. The product is [C:17]([O:16][C:14]([N:11]1[CH2:12][CH2:13][C:8]([C:5]2[CH:6]=[CH:7][C:2]([Cl:1])=[C:3]([F:23])[CH:4]=2)([C:21]([OH:42])=[O:25])[CH2:9][CH2:10]1)=[O:15])([CH3:20])([CH3:19])[CH3:18]. The yield is 0.440.